This data is from Full USPTO retrosynthesis dataset with 1.9M reactions from patents (1976-2016). The task is: Predict the reactants needed to synthesize the given product. Given the product [CH3:54][C:2]([CH3:1])([CH2:7][CH2:8][C:9]([N:10]([CH2:11][C:12]1[CH:17]=[CH:16][CH:15]=[C:14]([C:18](=[O:47])[NH:19][C:20]2[S:21][C:22]3[CH2:46][CH2:45][CH2:44][CH2:43][C:23]=3[C:24]=2[C:25](=[O:42])[NH:26][C:27]2[CH:28]=[CH:29][C:30]([CH2:33][CH2:34][CH2:35][N:36]3[CH2:37][CH2:38][N:39]([CH3:55])[CH2:40][CH2:41]3)=[CH:31][CH:32]=2)[CH:13]=1)[CH:48]([CH2:51][CH3:52])[CH2:49][CH3:50])=[O:53])[C:3]([O:5][CH3:6])=[O:4], predict the reactants needed to synthesize it. The reactants are: [CH3:1][C:2]([CH3:54])([CH2:7][CH2:8][C:9](=[O:53])[N:10]([CH:48]([CH2:51][CH3:52])[CH2:49][CH3:50])[CH2:11][C:12]1[CH:17]=[CH:16][CH:15]=[C:14]([C:18](=[O:47])[NH:19][C:20]2[S:21][C:22]3[CH2:46][CH2:45][CH2:44][CH2:43][C:23]=3[C:24]=2[C:25](=[O:42])[NH:26][C:27]2[CH:32]=[CH:31][C:30]([CH2:33][CH2:34][CH2:35][N:36]3[CH2:41][CH2:40][NH:39][CH2:38][CH2:37]3)=[CH:29][CH:28]=2)[CH:13]=1)[C:3]([O:5][CH3:6])=[O:4].[CH2:55]=O.